Dataset: Full USPTO retrosynthesis dataset with 1.9M reactions from patents (1976-2016). Task: Predict the reactants needed to synthesize the given product. (1) Given the product [F:6][C@H:7]1[CH2:24][C@@:22]2([CH3:23])[C@@H:18]([CH2:19][CH2:20][C:21]2=[O:25])[C@H:17]2[C@H:8]1[C@@H:9]1[C:14]([CH2:15][C@H:16]2[CH3:27])=[CH:13][C:12](=[O:26])[CH2:11][CH2:10]1, predict the reactants needed to synthesize it. The reactants are: [Br-].[Li+].C[Mg]Br.[F:6][C@H:7]1[CH2:24][C@@:22]2([CH3:23])[C@@H:18]([CH2:19][CH2:20][C:21]2=[O:25])[C@H:17]2[C@H:8]1[C@@H:9]1[C:14]([CH:15]=[CH:16]2)=[CH:13][C:12](=[O:26])[CH2:11][CH2:10]1.[CH3:27][Si](Cl)(C)C. (2) Given the product [CH3:1][C:10]1([OH:13])[CH2:9][CH2:8][C:7]2([O:6][CH2:5][CH2:4][O:14]2)[CH2:12][CH2:11]1, predict the reactants needed to synthesize it. The reactants are: [CH3:1][Mg]Br.[CH2:4]1[O:14][C:7]2([CH2:12][CH2:11][C:10](=[O:13])[CH2:9][CH2:8]2)[O:6][CH2:5]1.O. (3) Given the product [Cl:14][C:8]1[CH:7]=[C:6]2[C:11]([C:12](=[O:13])[C:3]([CH2:2][NH:1][C:36](=[O:37])[C:35]3[CH:39]=[CH:40][C:32]([N:29]4[CH2:28][CH2:27][O:26][CH2:31][CH2:30]4)=[N:33][CH:34]=3)=[C:4]([C:21]3[O:22][CH:23]=[CH:24][N:25]=3)[N:5]2[C:15]2[CH:20]=[CH:19][CH:18]=[CH:17][CH:16]=2)=[CH:10][CH:9]=1, predict the reactants needed to synthesize it. The reactants are: [NH2:1][CH2:2][C:3]1[C:12](=[O:13])[C:11]2[C:6](=[CH:7][C:8]([Cl:14])=[CH:9][CH:10]=2)[N:5]([C:15]2[CH:20]=[CH:19][CH:18]=[CH:17][CH:16]=2)[C:4]=1[C:21]1[O:22][CH:23]=[CH:24][N:25]=1.[O:26]1[CH2:31][CH2:30][N:29]([C:32]2[CH:40]=[CH:39][C:35]([C:36](O)=[O:37])=[CH:34][N:33]=2)[CH2:28][CH2:27]1. (4) Given the product [Br:1][C:2]1[N:7]2[N:8]=[CH:9][N:10]=[C:6]2[C:5]([NH:25][C:21]2[N:20]([CH2:19][CH2:18][N:15]3[CH2:14][CH2:13][O:12][CH2:17][CH2:16]3)[CH:24]=[CH:23][N:22]=2)=[N:4][CH:3]=1, predict the reactants needed to synthesize it. The reactants are: [Br:1][C:2]1[N:7]2[N:8]=[CH:9][N:10]=[C:6]2[C:5](Br)=[N:4][CH:3]=1.[O:12]1[CH2:17][CH2:16][N:15]([CH2:18][CH2:19][N:20]2[CH:24]=[CH:23][N:22]=[C:21]2[NH2:25])[CH2:14][CH2:13]1. (5) Given the product [CH3:24][S:25]([O:1][CH2:2][C@H:3]1[N:13]2[C:14]3[N:5]([C:6](=[O:16])[CH2:7][CH2:8][C:9]=3[CH:10]=[CH:11][C:12]2=[O:15])[CH2:4]1)(=[O:27])=[O:26], predict the reactants needed to synthesize it. The reactants are: [OH:1][CH2:2][C@H:3]1[N:13]2[C:14]3[N:5]([C:6](=[O:16])[CH2:7][CH2:8][C:9]=3[CH:10]=[CH:11][C:12]2=[O:15])[CH2:4]1.CCN(CC)CC.[CH3:24][S:25](Cl)(=[O:27])=[O:26].C([O-])(O)=O.[Na+]. (6) Given the product [F:17][C:3]1[CH:4]=[C:5]([C:8]2[N:13]=[CH:12][C:11]([CH2:14][CH2:15][CH3:16])=[CH:10][N:9]=2)[CH:6]=[N:7][C:2]=1[C:26]1[CH:27]=[CH:28][C:29]([O:32][C:33]([F:34])([F:35])[F:36])=[CH:30][CH:31]=1, predict the reactants needed to synthesize it. The reactants are: Cl[C:2]1[N:7]=[CH:6][C:5]([C:8]2[N:13]=[CH:12][C:11]([CH2:14][CH2:15][CH3:16])=[CH:10][N:9]=2)=[CH:4][C:3]=1[F:17].CC1(C)C(C)(C)OB([C:26]2[CH:31]=[CH:30][C:29]([O:32][C:33]([F:36])([F:35])[F:34])=[CH:28][CH:27]=2)O1.[F-].[Cs+].O.